Predict the reaction yield, written as a fraction of the theoretical maximum amount of product (1.0 means a 100% yield; for example, 0.34 means a 34% yield). From a dataset of Reaction yield outcomes from USPTO patents with 853,638 reactions. The reactants are Br[C:2]1[CH:7]=[C:6]([N+:8]([O-:10])=[O:9])[CH:5]=[CH:4][C:3]=1[C:11]([CH3:14])([CH3:13])[CH3:12].[CH3:15][N:16](C=O)C. The catalyst is O.[C-]#N.[C-]#N.[Zn+2].C1C=CC([P]([Pd]([P](C2C=CC=CC=2)(C2C=CC=CC=2)C2C=CC=CC=2)([P](C2C=CC=CC=2)(C2C=CC=CC=2)C2C=CC=CC=2)[P](C2C=CC=CC=2)(C2C=CC=CC=2)C2C=CC=CC=2)(C2C=CC=CC=2)C2C=CC=CC=2)=CC=1. The product is [C:11]([C:3]1[CH:4]=[CH:5][C:6]([N+:8]([O-:10])=[O:9])=[CH:7][C:2]=1[C:15]#[N:16])([CH3:14])([CH3:13])[CH3:12]. The yield is 0.800.